The task is: Predict which catalyst facilitates the given reaction.. This data is from Catalyst prediction with 721,799 reactions and 888 catalyst types from USPTO. (1) Reactant: [C:1]([C:4]1[CH:5]=[C:6]([CH:11]=[C:12]([Br:15])[C:13]=1[OH:14])[C:7]([O:9][CH3:10])=[O:8])(=[O:3])[CH3:2].C([O+]([B-](F)(F)F)CC)C.[Cl-].Cl[C:27](Cl)=[N+:28]1[CH2:33][CH2:32][O:31][CH2:30][CH2:29]1.CCOCC. Product: [Br:15][C:12]1[CH:11]=[C:6]([C:7]([O:9][CH3:10])=[O:8])[CH:5]=[C:4]2[C:13]=1[O:14][C:27]([N:28]1[CH2:33][CH2:32][O:31][CH2:30][CH2:29]1)=[CH:2][C:1]2=[O:3]. The catalyst class is: 11. (2) Reactant: Cl.[C:2]1([C:8]2[CH:9]=[C:10]3[C:14](=[C:15]([C:17]([NH2:19])=[O:18])[CH:16]=2)[NH:13][N:12]=[C:11]3[CH:20]2[CH2:25][CH2:24][NH:23][CH2:22][CH2:21]2)[CH:7]=[CH:6][CH:5]=[CH:4][CH:3]=1.[CH3:26][S:27](Cl)(=[O:29])=[O:28].C(N(CC)CC)C. Product: [CH3:26][S:27]([N:23]1[CH2:24][CH2:25][CH:20]([C:11]2[C:10]3[C:14](=[C:15]([C:17]([NH2:19])=[O:18])[CH:16]=[C:8]([C:2]4[CH:3]=[CH:4][CH:5]=[CH:6][CH:7]=4)[CH:9]=3)[NH:13][N:12]=2)[CH2:21][CH2:22]1)(=[O:29])=[O:28]. The catalyst class is: 241. (3) Reactant: [C:1]([C:4]1[C:20]([O:21][CH2:22][C@@H:23]([N:28]2[C:36](=[O:37])[C:35]3[C:30](=[CH:31][CH:32]=[CH:33][CH:34]=3)[C:29]2=[O:38])[CH2:24][CH:25]([CH3:27])[CH3:26])=[CH:19][C:7]2[N:8]([CH3:18])[C:9](=[O:17])[C:10]3[C:15]([C:6]=2[CH:5]=1)=[CH:14][CH:13]=[N:12][C:11]=3[CH3:16])(=[O:3])[CH3:2].[CH3:39][Mg]Br. Product: [OH:3][C:1]([C:4]1[C:20]([O:21][CH2:22][C@@H:23]([N:28]2[C:29](=[O:38])[C:30]3[C:35](=[CH:34][CH:33]=[CH:32][CH:31]=3)[C:36]2=[O:37])[CH2:24][CH:25]([CH3:27])[CH3:26])=[CH:19][C:7]2[N:8]([CH3:18])[C:9](=[O:17])[C:10]3[C:15]([C:6]=2[CH:5]=1)=[CH:14][CH:13]=[N:12][C:11]=3[CH3:16])([CH3:39])[CH3:2]. The catalyst class is: 1. (4) Reactant: O[C@@H:2]([CH2:17][C:18]#[C:19][CH2:20][C:21]#[C:22][CH2:23][CH2:24][CH2:25][CH2:26][CH2:27][CH2:28][CH3:29])[C@@H:3]([O:6]S(C1C=CC(C)=CC=1)(=O)=O)[CH2:4][CH3:5].C([O-])([O-])=O.[K+].[K+].O. Product: [O:6]1[C@@H:2]([CH2:17][C:18]#[C:19][CH2:20][C:21]#[C:22][CH2:23][CH2:24][CH2:25][CH2:26][CH2:27][CH2:28][CH3:29])[C@H:3]1[CH2:4][CH3:5]. The catalyst class is: 5. (5) Reactant: I[C:2]1[CH:3]=[CH:4][C:5]2[O:9][C:8]([CH2:10][N:11]3[CH2:15][CH2:14][CH2:13][CH2:12]3)=[N:7][C:6]=2[CH:16]=1.[Cl:17][C:18]1[CH:23]=[CH:22][C:21]([C:24]2[CH:25]=[CH:26][C:27]([C:30]#[CH:31])=[N:28][CH:29]=2)=[CH:20][CH:19]=1.C([O-])([O-])=O.[Cs+].[Cs+]. Product: [Cl:17][C:18]1[CH:19]=[CH:20][C:21]([C:24]2[CH:25]=[CH:26][C:27]([C:30]#[C:31][C:2]3[CH:3]=[CH:4][C:5]4[O:9][C:8]([CH2:10][N:11]5[CH2:15][CH2:14][CH2:13][CH2:12]5)=[N:7][C:6]=4[CH:16]=3)=[N:28][CH:29]=2)=[CH:22][CH:23]=1. The catalyst class is: 356. (6) Reactant: [C:1]([OH:10])(=[O:9])[C:2]1[C:3](=[CH:5][CH:6]=[CH:7][CH:8]=1)[NH2:4].[Br:11][C:12]1[CH:20]=[CH:19][CH:18]=[CH:17][C:13]=1[C:14](Cl)=O. Product: [Br:11][C:12]1[CH:20]=[CH:19][CH:18]=[CH:17][C:13]=1[C:14]1[O:9][C:1](=[O:10])[C:2]2[CH:8]=[CH:7][CH:6]=[CH:5][C:3]=2[N:4]=1. The catalyst class is: 228. (7) Reactant: [CH3:1][O:2][C:3](=[O:17])[CH2:4][C:5]1[CH:10]=[CH:9][C:8]([NH:11][CH2:12][C:13](=[O:16])[CH:14]=[CH2:15])=[CH:7][CH:6]=1.[NH:18]1[CH2:23][CH2:22][CH:21]([O:24][C:25](=[O:39])[NH:26][C:27]2[CH:32]=[CH:31][CH:30]=[CH:29][C:28]=2[C:33]2[CH:38]=[CH:37][CH:36]=[CH:35][CH:34]=2)[CH2:20][CH2:19]1. Product: [CH3:1][O:2][C:3](=[O:17])[CH2:4][C:5]1[CH:10]=[CH:9][C:8]([NH:11][CH2:12][C:13](=[O:16])[CH2:14][CH2:15][N:18]2[CH2:19][CH2:20][CH:21]([O:24][C:25](=[O:39])[NH:26][C:27]3[CH:32]=[CH:31][CH:30]=[CH:29][C:28]=3[C:33]3[CH:38]=[CH:37][CH:36]=[CH:35][CH:34]=3)[CH2:22][CH2:23]2)=[CH:7][CH:6]=1. The catalyst class is: 14. (8) Reactant: [Cl:1][C:2]1[CH:3]=[C:4]([CH2:14][N:15]2[C:19]([CH3:20])=[CH:18][C:17]([C:21](Cl)=[O:22])=[N:16]2)[C:5]2[O:9][C:8]([CH:10]([CH3:12])[CH3:11])=[CH:7][C:6]=2[CH:13]=1.Cl.[CH2:25]([O:27][C@H:28]1[CH2:33][CH2:32][C@H:31]([NH2:34])[CH2:30][CH2:29]1)[CH3:26].C(N(CC)CC)C. Product: [Cl:1][C:2]1[CH:3]=[C:4]([CH2:14][N:15]2[C:19]([CH3:20])=[CH:18][C:17]([C:21]([NH:34][C@H:31]3[CH2:32][CH2:33][C@H:28]([O:27][CH2:25][CH3:26])[CH2:29][CH2:30]3)=[O:22])=[N:16]2)[C:5]2[O:9][C:8]([CH:10]([CH3:12])[CH3:11])=[CH:7][C:6]=2[CH:13]=1. The catalyst class is: 2.